From a dataset of Reaction yield outcomes from USPTO patents with 853,638 reactions. Predict the reaction yield, written as a fraction of the theoretical maximum amount of product (1.0 means a 100% yield; for example, 0.34 means a 34% yield). (1) The reactants are [N+:1]([C:4]1[CH:13]=[C:12]2[C:7]([CH2:8][CH2:9][CH2:10][CH:11]2[OH:14])=[CH:6][CH:5]=1)([O-])=O. The catalyst is CO. The product is [NH2:1][C:4]1[CH:13]=[C:12]2[C:7]([CH2:8][CH2:9][CH2:10][CH:11]2[OH:14])=[CH:6][CH:5]=1. The yield is 0.950. (2) The catalyst is O1CCOCC1. The reactants are [CH3:1][O:2][C:3]1[N:7]([C:8]2[CH:13]=[CH:12][C:11]([C:14](=[O:23])[NH:15][CH2:16][CH:17]3[CH2:22][CH2:21][O:20][CH2:19][CH2:18]3)=[CH:10][N:9]=2)[N:6]=[CH:5][C:4]=1[C:24]([O:26]CC)=[O:25].[Li+].[OH-].Cl. The yield is 0.910. The product is [CH3:1][O:2][C:3]1[N:7]([C:8]2[CH:13]=[CH:12][C:11]([C:14](=[O:23])[NH:15][CH2:16][CH:17]3[CH2:22][CH2:21][O:20][CH2:19][CH2:18]3)=[CH:10][N:9]=2)[N:6]=[CH:5][C:4]=1[C:24]([OH:26])=[O:25].